This data is from Full USPTO retrosynthesis dataset with 1.9M reactions from patents (1976-2016). The task is: Predict the reactants needed to synthesize the given product. (1) Given the product [O:14]=[C:12]1[CH2:13][N:8]([C:6]([O:5][C:1]([CH3:4])([CH3:2])[CH3:3])=[O:7])[CH:9]([C:15]([O:17][CH3:18])=[O:16])[CH2:10][CH2:11]1, predict the reactants needed to synthesize it. The reactants are: [C:1]([O:5][C:6]([N:8]1[CH2:13][C:12](=[O:14])[CH2:11][CH2:10][CH:9]1[C:15]([OH:17])=[O:16])=[O:7])([CH3:4])([CH3:3])[CH3:2].[C:18](=O)([O-])[O-].[K+].[K+].IC. (2) Given the product [NH:7]1[C:16]2[C:11](=[CH:12][CH:13]=[CH:14][CH:15]=2)[NH:10][CH2:9][CH2:8]1, predict the reactants needed to synthesize it. The reactants are: [H-].[Al+3].[Li+].[H-].[H-].[H-].[NH:7]1[C:16]2[C:11](=[CH:12][CH:13]=[CH:14][CH:15]=2)[NH:10][CH2:9][C:8]1=O.